Dataset: Reaction yield outcomes from USPTO patents with 853,638 reactions. Task: Predict the reaction yield, written as a fraction of the theoretical maximum amount of product (1.0 means a 100% yield; for example, 0.34 means a 34% yield). (1) The reactants are [NH:1]1[CH:5]=[CH:4][N:3]=[CH:2]1.[Br:6][CH2:7][CH2:8][CH2:9]Br.[H-].[Na+]. The catalyst is C1COCC1. The product is [Br:6][CH2:7][CH2:8][CH2:9][N:1]1[CH:5]=[CH:4][N:3]=[CH:2]1. The yield is 0.300. (2) The reactants are [Br:1][C:2]1[S:6][C:5]([CH:7]=O)=[CH:4][CH:3]=1.[CH3:9][CH:10]([CH3:13])[CH2:11][NH2:12].[BH4-].[Na+]. The catalyst is CO. The product is [Br:1][C:2]1[S:6][C:5]([CH2:7][NH:12][CH2:11][CH:10]([CH3:13])[CH3:9])=[CH:4][CH:3]=1. The yield is 0.860. (3) The reactants are Cl[C:2]1[N:7]=[C:6]([N:8]2[CH2:13][CH2:12][O:11][CH2:10][CH2:9]2)[C:5]2[CH2:14][CH2:15][CH2:16][C:4]=2[N:3]=1.[CH3:17][O:18][C:19]([C:21]1([C:25]2[CH:30]=[CH:29][C:28]([NH2:31])=[CH:27][CH:26]=2)[CH2:24][CH2:23][CH2:22]1)=[O:20]. The catalyst is C(O)(C)C. The product is [CH3:17][O:18][C:19]([C:21]1([C:25]2[CH:26]=[CH:27][C:28]([NH:31][C:2]3[N:7]=[C:6]([N:8]4[CH2:13][CH2:12][O:11][CH2:10][CH2:9]4)[C:5]4[CH2:14][CH2:15][CH2:16][C:4]=4[N:3]=3)=[CH:29][CH:30]=2)[CH2:22][CH2:23][CH2:24]1)=[O:20]. The yield is 0.270. (4) The reactants are [NH2:1][C@H:2]([CH3:5])[CH2:3][OH:4].C(N(CC)CC)C.[CH2:13]([O:17][C:18]1[CH:23]=[CH:22][C:21]([S:24](Cl)(=[O:26])=[O:25])=[CH:20][CH:19]=1)[C:14]#[C:15][CH3:16]. The catalyst is C1COCC1.O.C(OCC)(=O)C. The product is [CH2:13]([O:17][C:18]1[CH:23]=[CH:22][C:21]([S:24]([NH:1][CH:2]([CH3:5])[CH2:3][OH:4])(=[O:26])=[O:25])=[CH:20][CH:19]=1)[C:14]#[C:15][CH3:16]. The yield is 0.830.